Dataset: Catalyst prediction with 721,799 reactions and 888 catalyst types from USPTO. Task: Predict which catalyst facilitates the given reaction. (1) Reactant: CCN(C(C)C)C(C)C.[OH:10][C:11]1[N:12]=[CH:13][C:14]([C:17]([OH:19])=O)=[N:15][CH:16]=1.C1C=CC2N(O)N=NC=2C=1.CCN=C=NCCCN(C)C.Cl.[NH2:42][CH2:43][C:44]([N:46]1[CH2:51][CH2:50][N:49]([C:52](=[O:63])[C:53]2[CH:58]=[CH:57][CH:56]=[CH:55][C:54]=2[C:59]([F:62])([F:61])[F:60])[CH2:48][CH2:47]1)=[O:45]. Product: [O:45]=[C:44]([N:46]1[CH2:47][CH2:48][N:49]([C:52](=[O:63])[C:53]2[CH:58]=[CH:57][CH:56]=[CH:55][C:54]=2[C:59]([F:62])([F:61])[F:60])[CH2:50][CH2:51]1)[CH2:43][NH:42][C:17]([C:14]1[CH:13]=[N:12][C:11]([OH:10])=[CH:16][N:15]=1)=[O:19]. The catalyst class is: 3. (2) Reactant: [NH2:1][CH2:2][CH2:3][CH2:4][CH2:5][CH2:6][CH2:7][N:8]([CH3:67])[C@H:9]([C:13]([NH:15][C@H:16]([C:20]([N:22]([C@@H:24]([C@@H:63]([CH3:66])[CH2:64][CH3:65])[C@H:25]([O:61][CH3:62])[CH2:26][C:27]([N:29]1[CH2:33][CH2:32][CH2:31][C@H:30]1[C@H:34]([O:59][CH3:60])[C@@H:35]([CH3:58])[C:36](=[O:57])[NH:37][C@H:38]([C:46]1[O:47][C:48]([C:51]2[CH:56]=[CH:55][CH:54]=[CH:53][CH:52]=2)=[N:49][N:50]=1)[CH2:39][C:40]1[CH:45]=[CH:44][CH:43]=[CH:42][CH:41]=1)=[O:28])[CH3:23])=[O:21])[CH:17]([CH3:19])[CH3:18])=[O:14])[CH:10]([CH3:12])[CH3:11].C(=O)([O-])O.[Na+].[O:73]=[C:74]1[CH:78]=[CH:77][C:76](=[O:79])N1C(OC)=O.FC(F)(F)C(O)=O. Product: [O:73]=[C:74]1[CH:78]=[CH:77][C:76](=[O:79])[N:1]1[CH2:2][CH2:3][CH2:4][CH2:5][CH2:6][CH2:7][N:8]([CH3:67])[C@H:9]([C:13]([NH:15][C@H:16]([C:20]([N:22]([C@@H:24]([C@@H:63]([CH3:66])[CH2:64][CH3:65])[C@H:25]([O:61][CH3:62])[CH2:26][C:27]([N:29]1[CH2:33][CH2:32][CH2:31][C@H:30]1[C@H:34]([O:59][CH3:60])[C@@H:35]([CH3:58])[C:36](=[O:57])[NH:37][C@H:38]([C:46]1[O:47][C:48]([C:51]2[CH:56]=[CH:55][CH:54]=[CH:53][CH:52]=2)=[N:49][N:50]=1)[CH2:39][C:40]1[CH:45]=[CH:44][CH:43]=[CH:42][CH:41]=1)=[O:28])[CH3:23])=[O:21])[CH:17]([CH3:19])[CH3:18])=[O:14])[CH:10]([CH3:11])[CH3:12]. The catalyst class is: 38. (3) Reactant: [Cl:1][C:2]1[CH:22]=[C:21]([Cl:23])[CH:20]=[CH:19][C:3]=1[CH2:4][N:5]1[C:9]([CH2:10][CH2:11][C:12]([OH:14])=O)=[CH:8][C:7]([O:15][CH:16]([CH3:18])[CH3:17])=[N:6]1.[C:24]1([CH2:30][S:31]([NH2:34])(=[O:33])=[O:32])[CH:29]=[CH:28][CH:27]=[CH:26][CH:25]=1.N12CCCN=C1CCCCC2. Product: [CH2:30]([S:31]([NH:34][C:12](=[O:14])[CH2:11][CH2:10][C:9]1[N:5]([CH2:4][C:3]2[CH:19]=[CH:20][C:21]([Cl:23])=[CH:22][C:2]=2[Cl:1])[N:6]=[C:7]([O:15][CH:16]([CH3:18])[CH3:17])[CH:8]=1)(=[O:33])=[O:32])[C:24]1[CH:29]=[CH:28][CH:27]=[CH:26][CH:25]=1. The catalyst class is: 7. (4) The catalyst class is: 18. Product: [CH3:5][N:6]([CH2:7][C:8]1[NH:9][C:10]2[C:15]([C:16]=1[CH3:17])=[CH:14][CH:13]=[CH:12][CH:11]=2)[C:32](=[O:33])/[CH:31]=[CH:30]/[C:28]1[CH:27]=[N:26][C:25]2[NH:19][CH2:20][CH2:21][O:22][CH2:23][C:24]=2[CH:29]=1. Reactant: C(Cl)CCl.[CH3:5][NH:6][CH2:7][C:8]1[NH:9][C:10]2[C:15]([C:16]=1[CH3:17])=[CH:14][CH:13]=[CH:12][CH:11]=2.Cl.[NH:19]1[C:25]2[N:26]=[CH:27][C:28](/[CH:30]=[CH:31]/[C:32](O)=[O:33])=[CH:29][C:24]=2[CH2:23][O:22][CH2:21][CH2:20]1.C1C=CC2N(O)N=NC=2C=1.O.CCN(C(C)C)C(C)C. (5) Reactant: [NH:1]1[C:9]2[C:4](=[C:5]([NH:10][C:11]([NH:13][CH2:14][C:15]3[CH:20]=[CH:19][C:18]([C:21]([F:24])([F:23])[F:22])=[CH:17][C:16]=3[CH:25]([CH3:27])[CH3:26])=[O:12])[CH:6]=[CH:7][CH:8]=2)[CH:3]=[N:2]1.[H-].[Na+].S(OC)(O[CH3:34])(=O)=O. Product: [CH:25]([C:16]1[CH:17]=[C:18]([C:21]([F:23])([F:22])[F:24])[CH:19]=[CH:20][C:15]=1[CH2:14][NH:13][C:11]([NH:10][C:5]1[CH:6]=[CH:7][CH:8]=[C:9]2[C:4]=1[CH:3]=[N:2][N:1]2[CH3:34])=[O:12])([CH3:27])[CH3:26]. The catalyst class is: 39. (6) Reactant: [Cl:1][C:2]1[N:7]=[C:6](Cl)[C:5]([Cl:9])=[C:4]([Cl:10])[N:3]=1.[C:11]([O:15][C:16]([N:18]1[CH2:23][CH2:22][CH:21]([NH2:24])[CH2:20][CH2:19]1)=[O:17])([CH3:14])([CH3:13])[CH3:12].C(N(C(C)C)C(C)C)C. Product: [C:11]([O:15][C:16]([N:18]1[CH2:23][CH2:22][CH:21]([NH:24][C:6]2[C:5]([Cl:9])=[C:4]([Cl:10])[N:3]=[C:2]([Cl:1])[N:7]=2)[CH2:20][CH2:19]1)=[O:17])([CH3:14])([CH3:12])[CH3:13]. The catalyst class is: 10. (7) Reactant: [F:1][C:2]1[C:7]([O:8][CH3:9])=[CH:6][CH:5]=[CH:4][C:3]=1[N:10]1[C:15](=[O:16])[C:14]2=[C:17]([CH3:29])[C:18]([C:20]3[CH:25]=[CH:24][C:23]([N+:26]([O-:28])=[O:27])=[CH:22][CH:21]=3)=[CH:19][N:13]2[NH:12][C:11]1=[O:30].Cl[CH2:32][C:33]1[C:38]([F:39])=[CH:37][CH:36]=[CH:35][C:34]=1[F:40].C(=O)([O-])[O-].[K+].[K+]. Product: [F:39][C:38]1[CH:37]=[CH:36][CH:35]=[C:34]([F:40])[C:33]=1[CH2:32][N:12]1[C:11](=[O:30])[N:10]([C:3]2[CH:4]=[CH:5][CH:6]=[C:7]([O:8][CH3:9])[C:2]=2[F:1])[C:15](=[O:16])[C:14]2=[C:17]([CH3:29])[C:18]([C:20]3[CH:25]=[CH:24][C:23]([N+:26]([O-:28])=[O:27])=[CH:22][CH:21]=3)=[CH:19][N:13]12. The catalyst class is: 9.